This data is from Reaction yield outcomes from USPTO patents with 853,638 reactions. The task is: Predict the reaction yield, written as a fraction of the theoretical maximum amount of product (1.0 means a 100% yield; for example, 0.34 means a 34% yield). (1) The reactants are Br[C:2]1[CH:7]=[CH:6][C:5]([CH2:8][CH2:9][S:10]([NH:13][C:14]2[CH:18]=[CH:17][S:16][C:15]=2[S:19]([NH2:22])(=[O:21])=[O:20])(=[O:12])=[O:11])=[CH:4][CH:3]=1.[CH3:23][C:24]([CH3:28])([CH3:27])[C:25]#[CH:26]. No catalyst specified. The product is [CH3:23][C:24]([CH3:28])([CH3:27])[C:25]#[C:26][C:2]1[CH:7]=[CH:6][C:5]([CH2:8][CH2:9][S:10]([NH:13][C:14]2[CH:18]=[CH:17][S:16][C:15]=2[S:19]([NH2:22])(=[O:21])=[O:20])(=[O:12])=[O:11])=[CH:4][CH:3]=1. The yield is 0.180. (2) The reactants are [C:1]([C:3]1[N:8]=[C:7]([CH2:9][CH2:10][C:11]([O:13][C:14]([CH3:17])([CH3:16])[CH3:15])=[O:12])[CH:6]=[CH:5][CH:4]=1)#[N:2].[F:18][C:19]1[CH:20]=[C:21]([SH:28])[C:22](=[CH:26][CH:27]=1)[C:23](O)=[O:24]. The catalyst is N1C=CC=CC=1. The product is [F:18][C:19]1[CH:27]=[CH:26][C:22]2[C:23](=[O:24])[N:2]=[C:1]([C:3]3[N:8]=[C:7]([CH2:9][CH2:10][C:11]([O:13][C:14]([CH3:17])([CH3:16])[CH3:15])=[O:12])[CH:6]=[CH:5][CH:4]=3)[S:28][C:21]=2[CH:20]=1. The yield is 0.540.